The task is: Predict the reactants needed to synthesize the given product.. This data is from Full USPTO retrosynthesis dataset with 1.9M reactions from patents (1976-2016). (1) Given the product [CH2:47]([C:12]1[C:13]([O:17][CH2:18][CH2:19][CH2:20][CH2:21][CH2:22][O:23][C:24]2[CH:29]=[C:28]([OH:30])[C:27]([C:38]3[CH:43]=[CH:42][C:41]([F:44])=[CH:40][CH:39]=3)=[CH:26][C:25]=2[CH2:45][CH3:46])=[CH:14][CH:15]=[CH:16][C:11]=1[O:10][C:5]1[CH:6]=[CH:7][CH:8]=[CH:9][C:4]=1[C:3]([OH:50])=[O:2])[CH2:48][CH3:49], predict the reactants needed to synthesize it. The reactants are: C[O:2][C:3](=[O:50])[C:4]1[CH:9]=[CH:8][CH:7]=[CH:6][C:5]=1[O:10][C:11]1[CH:16]=[CH:15][CH:14]=[C:13]([O:17][CH2:18][CH2:19][CH2:20][CH2:21][CH2:22][O:23][C:24]2[CH:29]=[C:28]([O:30]CC3C=CC=CC=3)[C:27]([C:38]3[CH:43]=[CH:42][C:41]([F:44])=[CH:40][CH:39]=3)=[CH:26][C:25]=2[CH2:45][CH3:46])[C:12]=1[CH2:47][CH2:48][CH3:49]. (2) Given the product [N+:23]([C:20]1[CH:21]=[CH:22][C:17]([C:2](=[O:1])[CH2:3][NH:4][C:5]([C:7]2[NH:8][C:9]3[C:14]([CH:15]=2)=[CH:13][C:12]([Cl:16])=[CH:11][CH:10]=3)=[O:6])=[CH:18][CH:19]=1)([O-:25])=[O:24], predict the reactants needed to synthesize it. The reactants are: [OH:1][CH:2]([C:17]1[CH:22]=[CH:21][C:20]([N+:23]([O-:25])=[O:24])=[CH:19][CH:18]=1)[CH2:3][NH:4][C:5]([C:7]1[NH:8][C:9]2[C:14]([CH:15]=1)=[CH:13][C:12]([Cl:16])=[CH:11][CH:10]=2)=[O:6].CC(OI1(OC(C)=O)(OC(C)=O)OC(=O)C2C=CC=CC1=2)=O.S([O-])([O-])(=O)=S.[Na+].[Na+]. (3) Given the product [Cl:27][C:28]1[C:33]([F:34])=[CH:32][C:31]([C:35]2([CH2:5][OH:16])[C:43]3[C:38](=[CH:39][CH:40]=[CH:41][CH:42]=3)[N:37]([CH2:44][CH2:45][CH2:46][CH2:47][CH3:48])[C:36]2=[O:49])=[C:30]([OH:50])[CH:29]=1, predict the reactants needed to synthesize it. The reactants are: BrC1C=CC=C2C=1C(C1C(O)=CC3OCOC=3C=1)[C:5](=[O:16])N2CCCCC.[Cl:27][C:28]1[C:33]([F:34])=[CH:32][C:31]([CH:35]2[C:43]3[C:38](=[CH:39][CH:40]=[CH:41][CH:42]=3)[N:37]([CH2:44][CH2:45][CH2:46][CH2:47][CH3:48])[C:36]2=[O:49])=[C:30]([OH:50])[CH:29]=1. (4) Given the product [OH:29][CH2:28][CH2:27][CH2:26][O:25][C:24]1[C:30]([O:36][CH3:37])=[CH:31][C:32]([O:34][CH3:35])=[CH:33][C:23]=1[NH:22][C:2]1[C:3]([NH:12][S:13]([C:16]2[CH:20]=[CH:19][N:18]([CH3:21])[N:17]=2)(=[O:15])=[O:14])=[N:4][C:5]2[C:10]([N:11]=1)=[CH:9][CH:8]=[CH:7][CH:6]=2, predict the reactants needed to synthesize it. The reactants are: Cl[C:2]1[C:3]([NH:12][S:13]([C:16]2[CH:20]=[CH:19][N:18]([CH3:21])[N:17]=2)(=[O:15])=[O:14])=[N:4][C:5]2[C:10]([N:11]=1)=[CH:9][CH:8]=[CH:7][CH:6]=2.[NH2:22][C:23]1[CH:33]=[C:32]([O:34][CH3:35])[CH:31]=[C:30]([O:36][CH3:37])[C:24]=1[O:25][CH2:26][CH2:27][CH2:28][OH:29].N1C(C)=CC=CC=1C. (5) Given the product [N:13]1([CH2:1][C:3]2[CH:12]=[CH:11][C:6]([C:7]([O:9][CH3:10])=[O:8])=[CH:5][CH:4]=2)[C:21]2[C:16](=[CH:17][CH:18]=[CH:19][CH:20]=2)[CH2:15][CH2:14]1, predict the reactants needed to synthesize it. The reactants are: [CH:1]([C:3]1[CH:12]=[CH:11][C:6]([C:7]([O:9][CH3:10])=[O:8])=[CH:5][CH:4]=1)=O.[NH:13]1[C:21]2[C:16](=[CH:17][CH:18]=[CH:19][CH:20]=2)[CH2:15][CH2:14]1.C(O[BH-](OC(=O)C)OC(=O)C)(=O)C.[Na+].